This data is from Forward reaction prediction with 1.9M reactions from USPTO patents (1976-2016). The task is: Predict the product of the given reaction. (1) Given the reactants [F:1][C:2]1[C:3]([N:8]2[C:12]([CH:13]([C:19]3[N:24]=[CH:23][N:22]4[N:25]=[C:26]([CH3:28])[N:27]=[C:21]4[C:20]=3[CH2:29][CH2:30][CH3:31])C(OCC)=O)=[CH:11][CH:10]=[N:9]2)=[N:4][CH:5]=[CH:6][CH:7]=1.C([O-])(O)=O.[Na+], predict the reaction product. The product is: [F:1][C:2]1[C:3]([N:8]2[C:12]([CH2:13][C:19]3[N:24]=[CH:23][N:22]4[N:25]=[C:26]([CH3:28])[N:27]=[C:21]4[C:20]=3[CH2:29][CH2:30][CH3:31])=[CH:11][CH:10]=[N:9]2)=[N:4][CH:5]=[CH:6][CH:7]=1. (2) Given the reactants I[C:2]1[CH:7]=[CH:6][N:5]=[CH:4][C:3]=1[N:8]([CH3:25])[C:9](=[O:24])[C:10]1[CH:15]=[C:14]([C:16]([F:19])([F:18])[F:17])[CH:13]=[C:12]([C:20]([F:23])([F:22])[F:21])[CH:11]=1.[O:26]1[CH2:31][CH:30]=[C:29](OS(C(F)(F)F)(=O)=O)[CH2:28][CH2:27]1, predict the reaction product. The product is: [O:26]1[CH2:27][CH:28]=[C:29]([C:2]2[CH:7]=[CH:6][N:5]=[CH:4][C:3]=2[N:8]([CH3:25])[C:9](=[O:24])[C:10]2[CH:15]=[C:14]([C:16]([F:19])([F:18])[F:17])[CH:13]=[C:12]([C:20]([F:23])([F:22])[F:21])[CH:11]=2)[CH2:30][CH2:31]1. (3) Given the reactants Br[C:2]1[CH:11]=[C:10]2[C:5]([C:6]([N:12]3[CH2:17][CH2:16][N:15]([C:18]([O:20][C:21]([CH3:24])([CH3:23])[CH3:22])=[O:19])[CH2:14][CH2:13]3)=[N:7][CH:8]=[N:9]2)=[CH:4][C:3]=1[Cl:25].[CH2:26]([Sn:30]([CH2:48][CH2:49][CH2:50][CH3:51])([CH2:44][CH2:45][CH2:46][CH3:47])[Sn:30]([CH2:44][CH2:45][CH2:46][CH3:47])([CH2:48][CH2:49][CH2:50][CH3:51])[CH2:26][CH2:27][CH2:28][CH3:29])[CH2:27][CH2:28][CH3:29], predict the reaction product. The product is: [C:21]([O:20][C:18]([N:15]1[CH2:16][CH2:17][N:12]([C:6]2[C:5]3[C:10](=[CH:11][C:2]([Sn:30]([CH2:44][CH2:45][CH2:46][CH3:47])([CH2:48][CH2:49][CH2:50][CH3:51])[CH2:26][CH2:27][CH2:28][CH3:29])=[C:3]([Cl:25])[CH:4]=3)[N:9]=[CH:8][N:7]=2)[CH2:13][CH2:14]1)=[O:19])([CH3:24])([CH3:23])[CH3:22]. (4) The product is: [C:18]([N:8]1[CH2:9][CH2:10][C:11]2([N:13]3[CH2:14][CH2:15][CH2:16][CH2:17]3)[O:29][N:28]=[C:22]([C:23]([O:25][CH2:26][CH3:27])=[O:24])[CH:12]2[CH:7]1[C:1]1[CH:2]=[CH:3][CH:4]=[CH:5][CH:6]=1)(=[O:20])[CH3:19]. Given the reactants [C:1]1([CH:7]2[CH:12]=[C:11]([N:13]3[CH2:17][CH2:16][CH2:15][CH2:14]3)[CH2:10][CH2:9][N:8]2[C:18](=[O:20])[CH3:19])[CH:6]=[CH:5][CH:4]=[CH:3][CH:2]=1.Cl[C:22](=[N:28][OH:29])[C:23]([O:25][CH2:26][CH3:27])=[O:24].C(N(CC)CC)C, predict the reaction product.